From a dataset of Forward reaction prediction with 1.9M reactions from USPTO patents (1976-2016). Predict the product of the given reaction. (1) Given the reactants [F:1][C:2]([F:15])([F:14])[C:3]1[CH:8]=[C:7]([C:9]([F:12])([F:11])[F:10])[CH:6]=[CH:5][C:4]=1[CH3:13].C(O)(C(F)(F)F)=O.OS(O)(=O)=O.C1C(=O)N([Br:35])C(=O)C1, predict the reaction product. The product is: [Br:35][C:5]1[CH:6]=[C:7]([C:9]([F:10])([F:11])[F:12])[CH:8]=[C:3]([C:2]([F:14])([F:15])[F:1])[C:4]=1[CH3:13]. (2) Given the reactants C[Al](C)C.[CH3:5][C:6]1[CH:7]=[CH:8][C:9]([NH2:12])=[N:10][CH:11]=1.[Si:13]([O:20][C@@H:21]([CH2:26][O:27][CH2:28][CH3:29])[C:22](OC)=[O:23])([C:16]([CH3:19])([CH3:18])[CH3:17])([CH3:15])[CH3:14].C(O)(=O)CC(CC(O)=O)(C(O)=O)O, predict the reaction product. The product is: [Si:13]([O:20][C@@H:21]([CH2:26][O:27][CH2:28][CH3:29])[C:22]([NH:12][C:9]1[CH:8]=[CH:7][C:6]([CH3:5])=[CH:11][N:10]=1)=[O:23])([C:16]([CH3:19])([CH3:18])[CH3:17])([CH3:15])[CH3:14].